This data is from Full USPTO retrosynthesis dataset with 1.9M reactions from patents (1976-2016). The task is: Predict the reactants needed to synthesize the given product. (1) Given the product [Br:19][C:20]1[CH:21]=[C:22]2[C:26](=[C:27]([F:30])[C:28]=1[F:29])[NH:25][N:24]=[C:23]2[NH:39][C:40](=[O:44])[CH2:41][CH2:42][CH3:43], predict the reactants needed to synthesize it. The reactants are: [F-].C([N+](CCCC)(CCCC)CCCC)CCC.[Br:19][C:20]1[CH:21]=[C:22]2[C:26](=[C:27]([F:30])[C:28]=1[F:29])[N:25](COCC[Si](C)(C)C)[N:24]=[C:23]2[NH:39][C:40](=[O:44])[CH2:41][CH2:42][CH3:43].C(OCC)(=O)C.C(=O)([O-])O.[Na+]. (2) Given the product [CH:4]1[C:5]([NH:6][CH:9]=[O:11])=[CH:7][CH:8]=[C:2]([I:1])[CH:3]=1, predict the reactants needed to synthesize it. The reactants are: [I:1][C:2]1[CH:8]=[CH:7][C:5]([NH2:6])=[CH:4][CH:3]=1.[C:9](OC(=O)C)(=[O:11])C.C(O)=O.